Dataset: Full USPTO retrosynthesis dataset with 1.9M reactions from patents (1976-2016). Task: Predict the reactants needed to synthesize the given product. (1) Given the product [Cl:27][C:21]1[C:20]([CH2:19][N:13]([CH3:14])[CH2:12][CH:11]([OH:15])[CH2:10][CH:9]([CH2:8][F:7])[CH2:16][F:17])=[CH:25][CH:24]=[C:23]([Cl:26])[N:22]=1, predict the reactants needed to synthesize it. The reactants are: C(=O)([O-])[O-].[Cs+].[Cs+].[F:7][CH2:8][CH:9]([CH2:16][F:17])[CH2:10][CH:11]([OH:15])[CH2:12][NH:13][CH3:14].Br[CH2:19][C:20]1[C:21]([Cl:27])=[N:22][C:23]([Cl:26])=[CH:24][CH:25]=1. (2) Given the product [C:1]([C:3]1[C:4]([C:19]2[CH:20]=[CH:21][C:22]([O:25][CH3:26])=[CH:23][CH:24]=2)=[C:5]([C:14]([O:16][CH2:17][CH3:18])=[O:15])[S:6][C:7]=1[N:8]1[CH2:13][CH2:12][O:11][CH2:10][CH2:9]1)#[N:2], predict the reactants needed to synthesize it. The reactants are: [C:1]([C:3]1[CH:4]([C:19]2[CH:24]=[CH:23][C:22]([O:25][CH3:26])=[CH:21][CH:20]=2)[CH:5]([C:14]([O:16][CH2:17][CH3:18])=[O:15])[S:6][C:7]=1[N:8]1[CH2:13][CH2:12][O:11][CH2:10][CH2:9]1)#[N:2].ClC1C(=O)C(C#N)=C(C#N)C(=O)C=1Cl. (3) Given the product [CH3:19][N:20]([CH2:27][C:28]1[CH:29]=[N:30][C:31]([C:34]2[CH:39]=[CH:38][C:37]([S:40]([CH3:43])(=[O:42])=[O:41])=[CH:36][CH:35]=2)=[CH:32][CH:33]=1)[CH:21]1[CH2:22][CH2:15][N:14]([C:7]([O:6][CH:3]([CH2:4][F:5])[CH2:2][F:1])=[O:8])[CH2:18][CH2:17]1, predict the reactants needed to synthesize it. The reactants are: [F:1][CH2:2][CH:3]([OH:6])[CH2:4][F:5].[C:7]([N:14]1[CH:18]=[CH:17]N=[CH:15]1)(N1C=CN=C1)=[O:8].[CH3:19][N:20]([CH2:27][C:28]1[CH:29]=[N:30][C:31]([C:34]2[CH:39]=[CH:38][C:37]([S:40]([CH3:43])(=[O:42])=[O:41])=[CH:36][CH:35]=2)=[CH:32][CH:33]=1)[CH:21]1CCNC[CH2:22]1. (4) Given the product [CH2:15]1[C:5]2[C:4](=[CH:9][CH:8]=[CH:7][CH:6]=2)[CH2:2][CH2:3]1.[CH3:3][C:2]([C:4]1[CH:9]=[CH:8][CH:7]=[CH:6][CH:5]=1)=[CH2:1], predict the reactants needed to synthesize it. The reactants are: [CH3:1][C:2]([C:4]1[CH:9]=[CH:8][CH:7]=[CH:6][CH:5]=1)=[CH2:3].[Al+3].[Cl-].[Cl-].[Cl-].Cl[CH2:15]Cl.